Dataset: Reaction yield outcomes from USPTO patents with 853,638 reactions. Task: Predict the reaction yield, written as a fraction of the theoretical maximum amount of product (1.0 means a 100% yield; for example, 0.34 means a 34% yield). The yield is 0.660. The reactants are [CH:1]([N:4]1[CH2:9][CH2:8][CH:7]([O:10][C:11]2[CH:19]=[CH:18][C:17]3[N:16]4[C@H:20]([CH3:25])[CH2:21][NH:22][C:23](=[O:24])[C:15]4=[CH:14][C:13]=3[CH:12]=2)[CH2:6][CH2:5]1)([CH3:3])[CH3:2].[H-].[Na+].Cl[CH2:29][C:30]1[C:31]([CH3:36])=[N:32][O:33][C:34]=1[CH3:35]. No catalyst specified. The product is [CH3:36][C:31]1[C:30]([CH2:29][N:22]2[CH2:21][C@@H:20]([CH3:25])[N:16]3[C:17]4[CH:18]=[CH:19][C:11]([O:10][CH:7]5[CH2:8][CH2:9][N:4]([CH:1]([CH3:3])[CH3:2])[CH2:5][CH2:6]5)=[CH:12][C:13]=4[CH:14]=[C:15]3[C:23]2=[O:24])=[C:34]([CH3:35])[O:33][N:32]=1.